This data is from NCI-60 drug combinations with 297,098 pairs across 59 cell lines. The task is: Regression. Given two drug SMILES strings and cell line genomic features, predict the synergy score measuring deviation from expected non-interaction effect. (1) Drug 1: CC1=C(C(CCC1)(C)C)C=CC(=CC=CC(=CC(=O)O)C)C. Drug 2: CCCCC(=O)OCC(=O)C1(CC(C2=C(C1)C(=C3C(=C2O)C(=O)C4=C(C3=O)C=CC=C4OC)O)OC5CC(C(C(O5)C)O)NC(=O)C(F)(F)F)O. Cell line: ACHN. Synergy scores: CSS=30.4, Synergy_ZIP=-4.03, Synergy_Bliss=-5.29, Synergy_Loewe=-6.62, Synergy_HSA=-3.08. (2) Drug 1: CC(C1=C(C=CC(=C1Cl)F)Cl)OC2=C(N=CC(=C2)C3=CN(N=C3)C4CCNCC4)N. Drug 2: B(C(CC(C)C)NC(=O)C(CC1=CC=CC=C1)NC(=O)C2=NC=CN=C2)(O)O. Cell line: M14. Synergy scores: CSS=3.49, Synergy_ZIP=1.47, Synergy_Bliss=5.98, Synergy_Loewe=3.30, Synergy_HSA=2.53. (3) Drug 1: C1=CC(=CC=C1CCC2=CNC3=C2C(=O)NC(=N3)N)C(=O)NC(CCC(=O)O)C(=O)O. Drug 2: CC1C(C(CC(O1)OC2CC(OC(C2O)C)OC3=CC4=CC5=C(C(=O)C(C(C5)C(C(=O)C(C(C)O)O)OC)OC6CC(C(C(O6)C)O)OC7CC(C(C(O7)C)O)OC8CC(C(C(O8)C)O)(C)O)C(=C4C(=C3C)O)O)O)O. Cell line: NCI-H322M. Synergy scores: CSS=-0.299, Synergy_ZIP=-1.18, Synergy_Bliss=-5.11, Synergy_Loewe=-6.36, Synergy_HSA=-5.78. (4) Drug 1: C1CC(=O)NC(=O)C1N2CC3=C(C2=O)C=CC=C3N. Synergy scores: CSS=10.3, Synergy_ZIP=-2.38, Synergy_Bliss=0.880, Synergy_Loewe=0.0482, Synergy_HSA=1.39. Cell line: SK-OV-3. Drug 2: C1CN(CCN1C(=O)CCBr)C(=O)CCBr. (5) Drug 1: CC1C(C(CC(O1)OC2CC(CC3=C2C(=C4C(=C3O)C(=O)C5=C(C4=O)C(=CC=C5)OC)O)(C(=O)C)O)N)O.Cl. Drug 2: CC(C)NC(=O)C1=CC=C(C=C1)CNNC.Cl. Cell line: HS 578T. Synergy scores: CSS=15.2, Synergy_ZIP=-4.09, Synergy_Bliss=4.70, Synergy_Loewe=-21.4, Synergy_HSA=1.51. (6) Drug 1: CCC1=CC2CC(C3=C(CN(C2)C1)C4=CC=CC=C4N3)(C5=C(C=C6C(=C5)C78CCN9C7C(C=CC9)(C(C(C8N6C)(C(=O)OC)O)OC(=O)C)CC)OC)C(=O)OC.C(C(C(=O)O)O)(C(=O)O)O. Drug 2: CNC(=O)C1=NC=CC(=C1)OC2=CC=C(C=C2)NC(=O)NC3=CC(=C(C=C3)Cl)C(F)(F)F. Cell line: KM12. Synergy scores: CSS=79.1, Synergy_ZIP=-1.78, Synergy_Bliss=-1.87, Synergy_Loewe=-0.488, Synergy_HSA=3.48.